This data is from Catalyst prediction with 721,799 reactions and 888 catalyst types from USPTO. The task is: Predict which catalyst facilitates the given reaction. (1) Reactant: [CH3:1][N:2]([CH3:15])[C:3]1[CH:4]=[CH:5][C:6]2[C:12](=O)[CH2:11][CH2:10][CH2:9][CH2:8][C:7]=2[CH:14]=1.[CH3:16][O:17][C:18]1[CH:25]=[C:24]([O:26][CH3:27])[CH:23]=[CH:22][C:19]=1[CH2:20][NH2:21].[CH3:28]CN(CC)CC. Product: [CH3:16][O:17][C:18]1[CH:25]=[C:24]([O:26][CH3:27])[CH:23]=[CH:22][C:19]=1[CH2:20][N:21]=[C:12]1[C:6]2[CH:5]=[CH:4][C:3]([N:2]([CH3:1])[CH3:15])=[CH:14][C:7]=2[CH2:28][CH2:8][CH2:9][CH2:10][CH2:11]1. The catalyst class is: 388. (2) Reactant: [S:1](=[O:31])(=[O:30])([O:3][C:4]1[C:5]([O:27][CH2:28][CH3:29])=[CH:6][CH:7]=[C:8]2[C:13]=1[CH:12]=[N:11][CH:10]=[C:9]2[CH2:14][C:15]1[CH:20]=[C:19]([O:21][CH3:22])[C:18]([O:23][CH3:24])=[C:17]([O:25][CH3:26])[CH:16]=1)[NH2:2].[ClH:32]. Product: [ClH:32].[S:1](=[O:31])(=[O:30])([O:3][C:4]1[C:5]([O:27][CH2:28][CH3:29])=[CH:6][CH:7]=[C:8]2[C:13]=1[CH:12]=[N:11][CH:10]=[C:9]2[CH2:14][C:15]1[CH:20]=[C:19]([O:21][CH3:22])[C:18]([O:23][CH3:24])=[C:17]([O:25][CH3:26])[CH:16]=1)[NH2:2]. The catalyst class is: 5. (3) Reactant: C1OC2C(=CSC=2)[O:3]C1CO.[CH:12]1([N:18]=[C:19]=[N:20][CH:21]2[CH2:26][CH2:25][CH2:24][CH2:23][CH2:22]2)[CH2:17][CH2:16][CH2:15][CH2:14][CH2:13]1.C(C1C=CC(C2C=CC(OC(CCC)C(O)=O)=CC=2)=CC=1)#N. Product: [CH:21]1([NH:20][C:19]([NH:18][CH:12]2[CH2:13][CH2:14][CH2:15][CH2:16][CH2:17]2)=[O:3])[CH2:26][CH2:25][CH2:24][CH2:23][CH2:22]1. The catalyst class is: 143. (4) Reactant: [CH2:1]([O:4][C:5]1([CH3:45])[CH2:10][CH2:9][N:8]([C:11]2[N:16]3[N:17]=[C:18]([C:20]4[S:21][C:22]([CH2:25][C:26]5[CH:31]=[CH:30][CH:29]=[CH:28][C:27]=5[OH:32])=[CH:23][N:24]=4)[CH:19]=[C:15]3[N:14]=[C:13]([CH3:33])[C:12]=2[C@H:34]([O:40][C:41]([CH3:44])([CH3:43])[CH3:42])[C:35]([O:37][CH2:38][CH3:39])=[O:36])[CH2:7][CH2:6]1)[CH:2]=[CH2:3].C([O-])([O-])=O.[K+].[K+].Br[CH2:53][CH:54]=[CH2:55].O. Product: [CH2:1]([O:4][C:5]1([CH3:45])[CH2:10][CH2:9][N:8]([C:11]2[N:16]3[N:17]=[C:18]([C:20]4[S:21][C:22]([CH2:25][C:26]5[CH:31]=[CH:30][CH:29]=[CH:28][C:27]=5[O:32][CH2:55][CH:54]=[CH2:53])=[CH:23][N:24]=4)[CH:19]=[C:15]3[N:14]=[C:13]([CH3:33])[C:12]=2[C@H:34]([O:40][C:41]([CH3:44])([CH3:43])[CH3:42])[C:35]([O:37][CH2:38][CH3:39])=[O:36])[CH2:7][CH2:6]1)[CH:2]=[CH2:3]. The catalyst class is: 3. (5) Reactant: [C:1](=O)([S:3][CH2:4][C:5]1[CH:10]=[CH:9][CH:8]=[CH:7][C:6]=1[C:11]1[CH:16]=[C:15]([F:17])[C:14]([C:18]2[CH:23]=[N:22][C:21]([NH2:24])=[CH:20][N:19]=2)=[CH:13][CH:12]=1)[CH3:2].C1C=CC(P(C2C=CC=CC=2)C2C=CC=CC=2)=CC=1.[C:45]([O-])([O-:47])=[O:46].[K+].[K+].BrCC. Product: [CH:45]([OH:47])=[O:46].[CH2:1]([S:3][CH2:4][C:5]1[CH:10]=[CH:9][CH:8]=[CH:7][C:6]=1[C:11]1[CH:12]=[CH:13][C:14]([C:18]2[N:19]=[CH:20][C:21]([NH2:24])=[N:22][CH:23]=2)=[C:15]([F:17])[CH:16]=1)[CH3:2]. The catalyst class is: 5.